From a dataset of Reaction yield outcomes from USPTO patents with 853,638 reactions. Predict the reaction yield, written as a fraction of the theoretical maximum amount of product (1.0 means a 100% yield; for example, 0.34 means a 34% yield). (1) The reactants are [I:1][C:2]1[C:10]2[C:5](=[N:6][CH:7]=[N:8][C:9]=2[NH2:11])[NH:4][N:3]=1.O[C@H:13]1[CH2:17][CH2:16][N:15]([C:18]([O:20][C:21]([CH3:24])([CH3:23])[CH3:22])=[O:19])[CH2:14]1.C1C=CC(P(C2C=CC=CC=2)C2C=CC=CC=2)=CC=1.CC(OC(/N=N/C(OC(C)C)=O)=O)C. The catalyst is C1COCC1. The product is [NH2:11][C:9]1[N:8]=[CH:7][N:6]=[C:5]2[N:4]([C@@H:17]3[CH2:13][CH2:14][N:15]([C:18]([O:20][C:21]([CH3:24])([CH3:23])[CH3:22])=[O:19])[CH2:16]3)[N:3]=[C:2]([I:1])[C:10]=12. The yield is 0.480. (2) The catalyst is CC(N(C)C)=O.O. The yield is 0.160. The reactants are C1C=CC2N(O)N=NC=2C=1.[NH2:11][C@@H:12]1[CH2:20][C:19]2[C:14](=[CH:15][CH:16]=[CH:17][CH:18]=2)[C@H:13]1[CH2:21][O:22][CH2:23][C:24]([O:26][C:27]([CH3:30])([CH3:29])[CH3:28])=[O:25].CCN=C=NCCCN(C)C.[Cl:42][C:43]1[S:53][C:46]2[NH:47][C:48]([C:50](O)=[O:51])=[CH:49][C:45]=2[CH:44]=1. The product is [Cl:42][C:43]1[S:53][C:46]2[NH:47][C:48]([C:50]([NH:11][C@@H:12]3[CH2:20][C:19]4[C:14](=[CH:15][CH:16]=[CH:17][CH:18]=4)[C@H:13]3[CH2:21][O:22][CH2:23][C:24]([O:26][C:27]([CH3:30])([CH3:29])[CH3:28])=[O:25])=[O:51])=[CH:49][C:45]=2[CH:44]=1. (3) The yield is 0.420. The product is [N:19]1[CH:20]=[CH:21][CH:22]=[N:23][C:18]=1[CH2:1][C:2]([CH3:4])=[O:3]. The catalyst is C1COCC1. The reactants are [CH3:1][C:2]([CH3:4])=[O:3].CC(N=NC(C#N)(C)C)(C#N)C.Cl[C:18]1[N:23]=[CH:22][CH:21]=[CH:20][N:19]=1.Cl. (4) The reactants are [F:1][C:2]1[CH:3]=[C:4]2[C:9](=[CH:10][CH:11]=1)[N:8]=[C:7]([NH:12][C:13](=[O:17])OCC)[C:6]([O:18][CH3:19])=[N:5]2.[Cl:20][C:21]1[CH:26]=[CH:25][CH:24]=[CH:23][C:22]=1[N:27]1[CH2:32][CH2:31][NH:30][CH2:29][CH2:28]1. No catalyst specified. The product is [F:1][C:2]1[CH:3]=[C:4]2[C:9](=[CH:10][CH:11]=1)[N:8]=[C:7]([NH:12][C:13]([N:30]1[CH2:29][CH2:28][N:27]([C:22]3[CH:23]=[CH:24][CH:25]=[CH:26][C:21]=3[Cl:20])[CH2:32][CH2:31]1)=[O:17])[C:6]([O:18][CH3:19])=[N:5]2. The yield is 0.870. (5) The reactants are Br[C:2]1[CH:3]=[CH:4][C:5]2[O:9][C:8](/[CH:10]=[CH:11]/[C:12]3[CH:17]=[CH:16][CH:15]=[CH:14][CH:13]=3)=[N:7][C:6]=2[CH:18]=1.[CH:19]1[C:24]([OH:25])=[CH:23][CH:22]=[C:21]([CH3:26])[CH:20]=1.C(=O)([O-])[O-].[K+].[K+].N1C=CC=CC=1. The product is [CH3:26][C:21]1[CH:20]=[CH:19][C:24]([O:25][C:2]2[CH:3]=[CH:4][C:5]3[O:9][C:8](/[CH:10]=[CH:11]/[C:12]4[CH:17]=[CH:16][CH:15]=[CH:14][CH:13]=4)=[N:7][C:6]=3[CH:18]=2)=[CH:23][CH:22]=1. The catalyst is O. The yield is 0.600. (6) The product is [CH2:1]([O:3][CH2:4][CH2:5][O:6][C:7]1[C:8]([CH:13]=[O:15])=[N:9][CH:10]=[CH:11][CH:12]=1)[CH3:2]. The yield is 0.390. The reactants are [CH2:1]([O:3][CH2:4][CH2:5][O:6][C:7]1[C:8]([CH3:13])=[N:9][CH:10]=[CH:11][CH:12]=1)[CH3:2].[Se](=O)=[O:15].C(OCC)(=O)C. The catalyst is O1CCOCC1. (7) The reactants are [Br:1][C:2]1[CH:3]=[C:4]2[C:8](=[CH:9][CH:10]=1)[NH:7][C:6](=[O:11])[CH:5]2[CH3:12].[N+](C1C=C(B(O)O)C=CC=1)([O-])=O.C(=O)([O-])[O-].[K+].[K+].[Cl-].[NH4+]. The catalyst is C(COC)OC.O.C1C=CC([P]([Pd]([P](C2C=CC=CC=2)(C2C=CC=CC=2)C2C=CC=CC=2)([P](C2C=CC=CC=2)(C2C=CC=CC=2)C2C=CC=CC=2)[P](C2C=CC=CC=2)(C2C=CC=CC=2)C2C=CC=CC=2)(C2C=CC=CC=2)C2C=CC=CC=2)=CC=1. The product is [Br:1][C:2]1[CH:10]=[CH:9][C:8]2[C:4](=[C:5]([CH3:12])[C:6](=[O:11])[N:7]=2)[CH:3]=1. The yield is 0.470. (8) The reactants are I[C:2]1[CH:11]=[C:10]2[C:5]([C:6]([N:13]3[CH2:17][CH2:16][CH2:15][CH2:14]3)=[CH:7][C:8]([CH3:12])=[N:9]2)=[CH:4][CH:3]=1.[C-:18]#[N:19].[K+]. The catalyst is C(#N)C.C(OCC)(=O)C.C1C=CC([P]([Pd]([P](C2C=CC=CC=2)(C2C=CC=CC=2)C2C=CC=CC=2)([P](C2C=CC=CC=2)(C2C=CC=CC=2)C2C=CC=CC=2)[P](C2C=CC=CC=2)(C2C=CC=CC=2)C2C=CC=CC=2)(C2C=CC=CC=2)C2C=CC=CC=2)=CC=1.[Cu](I)I. The product is [CH3:12][C:8]1[CH:7]=[C:6]([N:13]2[CH2:17][CH2:16][CH2:15][CH2:14]2)[C:5]2[C:10](=[CH:11][C:2]([C:18]#[N:19])=[CH:3][CH:4]=2)[N:9]=1. The yield is 0.750.